From a dataset of Full USPTO retrosynthesis dataset with 1.9M reactions from patents (1976-2016). Predict the reactants needed to synthesize the given product. (1) The reactants are: [CH:1]([C@H:4]1[CH2:9][CH2:8][C@H:7]([C:10](Cl)=[O:11])[CH2:6][CH2:5]1)([CH3:3])[CH3:2].[NH2:13][C@@H:14]([C:22]([OH:24])=[O:23])[CH2:15][C:16]1[CH:21]=[CH:20][CH:19]=[CH:18][CH:17]=1. Given the product [CH3:2][CH:1]([CH3:3])[C@@H:4]1[CH2:9][CH2:8][C@@H:7]([C:10]([NH:13][C@H:14]([CH2:15][C:16]2[CH:21]=[CH:20][CH:19]=[CH:18][CH:17]=2)[C:22]([OH:24])=[O:23])=[O:11])[CH2:6][CH2:5]1, predict the reactants needed to synthesize it. (2) Given the product [CH2:26]([C:2]1[N:3]([C:17]([O:19][C:20]([CH3:21])([CH3:22])[CH3:23])=[O:18])[C:4]2[C:9]([C:10]=1[CH2:11][C:12]([O:14][CH3:15])=[O:13])=[CH:8][CH:7]=[CH:6][CH:5]=2)[CH:25]=[CH2:24], predict the reactants needed to synthesize it. The reactants are: Br[C:2]1[N:3]([C:17]([O:19][C:20]([CH3:23])([CH3:22])[CH3:21])=[O:18])[C:4]2[C:9]([C:10]=1[CH2:11][C:12]([O:14][CH2:15]C)=[O:13])=[CH:8][CH:7]=[CH:6][CH:5]=2.[CH2:24]([Sn](CCCC)(CCCC)CCCC)[CH:25]=[CH2:26]. (3) Given the product [Br:19][C:7]1[O:6][C:5]([C:8]2[CH:9]=[CH:10][C:11]([O:14][CH2:15][CH2:16][CH2:17][Cl:18])=[CH:12][CH:13]=2)=[N:4][C:3]=1[CH2:2][Cl:1], predict the reactants needed to synthesize it. The reactants are: [Cl:1][CH2:2][C:3]1[N:4]=[C:5]([C:8]2[CH:13]=[CH:12][C:11]([O:14][CH2:15][CH2:16][CH2:17][Cl:18])=[CH:10][CH:9]=2)[O:6][CH:7]=1.[Br:19]N1C(=O)CCC1=O.